From a dataset of Catalyst prediction with 721,799 reactions and 888 catalyst types from USPTO. Predict which catalyst facilitates the given reaction. (1) Reactant: [NH2:1][CH2:2][CH2:3][CH2:4][CH2:5][CH2:6][CH2:7][N:8]1[C:16]2[N:11]3[C:12](=[N:17][C:18]([CH3:19])=[C:10]3[C:9]1=[O:20])[CH:13]=[CH:14][CH:15]=2.C(N(CC)CC)C.[F:28][C:29]([F:36])([F:35])[CH2:30][S:31](Cl)(=[O:33])=[O:32]. Product: [CH3:19][C:18]1[N:17]=[C:12]2[CH:13]=[CH:14][CH:15]=[C:16]3[N:11]2[C:10]=1[C:9](=[O:20])[N:8]3[CH2:7][CH2:6][CH2:5][CH2:4][CH2:3][CH2:2][NH:1][S:31]([CH2:30][C:29]([F:36])([F:35])[F:28])(=[O:33])=[O:32]. The catalyst class is: 2. (2) Reactant: [CH:1]([C:3]1[CH:18]=[CH:17][C:6]([O:7][C:8]2[CH:16]=[CH:15][C:11]([C:12]([NH2:14])=[O:13])=[CH:10][CH:9]=2)=[CH:5][CH:4]=1)=O.[CH2:19]([NH2:27])[CH2:20][C:21]1[CH:26]=[CH:25][CH:24]=[CH:23][CH:22]=1.[BH4-].[Na+]. Product: [CH2:19]([NH:27][CH2:1][C:3]1[CH:18]=[CH:17][C:6]([O:7][C:8]2[CH:16]=[CH:15][C:11]([C:12]([NH2:14])=[O:13])=[CH:10][CH:9]=2)=[CH:5][CH:4]=1)[CH2:20][C:21]1[CH:26]=[CH:25][CH:24]=[CH:23][CH:22]=1. The catalyst class is: 5. (3) Product: [CH3:28][N:29]([CH2:30][C:31]1[CH:36]=[CH:35][CH:34]=[C:33]([C:37]2[CH:42]=[CH:41][CH:40]=[CH:39][CH:38]=2)[CH:32]=1)[C:1](=[O:27])[O:2][C:3]1[CH:4]=[CH:5][C:6]([C:9]2[CH:10]=[CH:11][C:12]([C:15](=[O:18])[NH:16][CH3:17])=[CH:13][CH:14]=2)=[CH:7][CH:8]=1. Reactant: [C:1](=[O:27])(ON1C(=O)CCC1=O)[O:2][C:3]1[CH:8]=[CH:7][C:6]([C:9]2[CH:14]=[CH:13][C:12]([C:15](=[O:18])[NH:16][CH3:17])=[CH:11][CH:10]=2)=[CH:5][CH:4]=1.[CH3:28][NH:29][CH2:30][C:31]1[CH:32]=[C:33]([C:37]2[CH:42]=[CH:41][CH:40]=[CH:39][CH:38]=2)[CH:34]=[CH:35][CH:36]=1.C(N(CC)CC)C. The catalyst class is: 4. (4) Reactant: C([O:5][C:6](=[O:53])[C:7]([O:10]/[N:11]=[C:12](/[C:40]1[N:41]=[C:42]([NH:45]C(OC(C)(C)C)=O)[S:43][CH:44]=1)\[C:13]([NH:15][C@@H:16]1[C:19](=[O:20])[N:18]([S:21]([OH:24])(=[O:23])=[O:22])[C@@H:17]1[CH2:25][C:26]1[CH:30]=[C:29]([CH2:31][NH:32]C(OC(C)(C)C)=O)[O:28][N:27]=1)=[O:14])([CH3:9])[CH3:8])(C)(C)C.C(O)(C(F)(F)F)=O. Product: [NH2:32][CH2:31][C:29]1[O:28][N:27]=[C:26]([CH2:25][C@@H:17]2[C@H:16]([NH:15][C:13](=[O:14])/[C:12](=[N:11]\[O:10][C:7]([CH3:8])([CH3:9])[C:6]([OH:53])=[O:5])/[C:40]3[N:41]=[C:42]([NH2:45])[S:43][CH:44]=3)[C:19](=[O:20])[N:18]2[S:21]([OH:24])(=[O:22])=[O:23])[CH:30]=1. The catalyst class is: 2. (5) Reactant: [ClH:1].[NH2:2][OH:3].C(OC([N:11]1[CH2:16][CH2:15][CH:14]([C:17]([C:19]2[S:20][C:21]([CH2:25][O:26][CH3:27])=[CH:22][C:23]=2Br)=O)[CH2:13][CH2:12]1)=O)(C)(C)C.Cl. Product: [ClH:1].[CH3:27][O:26][CH2:25][C:21]1[S:20][C:19]2[C:17]([CH:14]3[CH2:15][CH2:16][NH:11][CH2:12][CH2:13]3)=[N:2][O:3][C:23]=2[CH:22]=1. The catalyst class is: 17. (6) Reactant: [C:1]([N:8]1[CH2:15][C@@H:14]([OH:16])[CH2:13][C@H:9]1[C:10]([OH:12])=O)([O:3][C:4]([CH3:7])([CH3:6])[CH3:5])=[O:2].F[B-](F)(F)F.N1(OC(N(C)C)=[N+](C)C)C2C=CC=CC=2N=N1.S(C1C=CC(C)=CC=1)(O)(=O)=O.[CH3:50][NH:51][CH2:52][CH2:53][CH2:54][CH2:55][CH:56]=[CH2:57].CCN(C(C)C)C(C)C. Product: [CH2:52]([N:51]([CH3:50])[C:10]([C@@H:9]1[CH2:13][C@@H:14]([OH:16])[CH2:15][N:8]1[C:1]([O:3][C:4]([CH3:5])([CH3:6])[CH3:7])=[O:2])=[O:12])[CH2:53][CH2:54][CH2:55][CH:56]=[CH2:57]. The catalyst class is: 3. (7) Reactant: Br[C:2]1[CH:3]=[C:4]2[C:12](=[C:13]([C:15](=[O:17])[NH2:16])[CH:14]=1)[NH:11][C:10]1[CH:9]=[C:8]([C:18]([OH:20])=[O:19])[CH:7]=[CH:6][C:5]2=1.[CH3:21][C:22]1[C:26](B2OC(C)(C)C(C)(C)O2)=[C:25]([CH3:36])[O:24][N:23]=1.P([O-])([O-])([O-])=O.[K+].[K+].[K+]. Product: [C:15]([C:13]1[CH:14]=[C:2]([C:26]2[C:22]([CH3:21])=[N:23][O:24][C:25]=2[CH3:36])[CH:3]=[C:4]2[C:12]=1[NH:11][C:10]1[CH:9]=[C:8]([C:18]([OH:20])=[O:19])[CH:7]=[CH:6][C:5]2=1)(=[O:17])[NH2:16]. The catalyst class is: 3. (8) Reactant: [C:1]1([CH:11](O)[CH3:12])[C:10]2[C:4]([CH:5]=[CH:6][CH:7]=[CH:8][CH:9]=2)=[CH:3][CH:2]=1.[C:14]1(=[O:24])[NH:18][C:17](=[O:19])[C:16]2=[CH:20][CH:21]=[CH:22][CH:23]=[C:15]12.C(P(CCCC)CCCC)CCC.N(C(N(C)C)=O)=NC(N(C)C)=O. Product: [C:1]1([CH:11]([N:18]2[C:14](=[O:24])[C:15]3[C:16](=[CH:20][CH:21]=[CH:22][CH:23]=3)[C:17]2=[O:19])[CH3:12])[C:10]2[C:4]([CH:5]=[CH:6][CH:7]=[CH:8][CH:9]=2)=[CH:3][CH:2]=1. The catalyst class is: 1.